Task: Predict the product of the given reaction.. Dataset: Forward reaction prediction with 1.9M reactions from USPTO patents (1976-2016) (1) Given the reactants C(C1C=CC([C@H]2C[C@@H](C(F)(F)F)N3N=CC(C(O)=O)=C3N2)=CC=1)C.[C:25]([C@H:29]1[N:34]2[N:35]=[CH:36][C:37]([C:38]([O:40]CC)=[O:39])=[C:33]2[NH:32][C@@H:31]([C:43]2[CH:48]=[CH:47][C:46]([CH2:49][CH3:50])=[CH:45][CH:44]=2)[CH2:30]1)([CH3:28])([CH3:27])[CH3:26].[OH-].[K+], predict the reaction product. The product is: [C:25]([C@H:29]1[N:34]2[N:35]=[CH:36][C:37]([C:38]([OH:40])=[O:39])=[C:33]2[NH:32][C@@H:31]([C:43]2[CH:48]=[CH:47][C:46]([CH2:49][CH3:50])=[CH:45][CH:44]=2)[CH2:30]1)([CH3:28])([CH3:27])[CH3:26]. (2) Given the reactants [CH3:1][O:2][C:3](=[O:29])[C:4]1[CH:9]=[CH:8][C:7]([CH3:10])=[C:6]([N:11]2[C:16](=[O:17])[CH:15]=[C:14]([O:18][CH2:19][C:20]3[CH:25]=[CH:24][C:23]([F:26])=[CH:22][C:21]=3[F:27])[N:13]=[C:12]2[CH3:28])[CH:5]=1.[Cl:30]N1C(=O)CCC1=O, predict the reaction product. The product is: [CH3:1][O:2][C:3](=[O:29])[C:4]1[CH:9]=[CH:8][C:7]([CH3:10])=[C:6]([N:11]2[C:16](=[O:17])[C:15]([Cl:30])=[C:14]([O:18][CH2:19][C:20]3[CH:25]=[CH:24][C:23]([F:26])=[CH:22][C:21]=3[F:27])[N:13]=[C:12]2[CH3:28])[CH:5]=1. (3) Given the reactants [Br:1][C:2]1[CH:7]=[C:6]([C:8]2[N:13]=[CH:12][CH:11]=[CH:10][N:9]=2)[C:5]([NH:14]C(=O)C(C)(C)C)=[C:4]([N+:21]([O-:23])=[O:22])[CH:3]=1, predict the reaction product. The product is: [Br:1][C:2]1[CH:7]=[C:6]([C:8]2[N:9]=[CH:10][CH:11]=[CH:12][N:13]=2)[C:5]([NH2:14])=[C:4]([N+:21]([O-:23])=[O:22])[CH:3]=1. (4) Given the reactants [C:1]([O:5][C:6](=[O:17])[NH:7][CH2:8][C:9]1[CH:14]=[CH:13][CH:12]=[CH:11][C:10]=1[C:15]#[N:16])([CH3:4])([CH3:3])[CH3:2].[N-:18]=[N+:19]=[N-:20].[Na+].[Cl-].[NH4+].C(OCC)(=O)C, predict the reaction product. The product is: [C:1]([O:5][C:6](=[O:17])[NH:7][CH2:8][C:9]1[CH:14]=[CH:13][CH:12]=[CH:11][C:10]=1[C:15]1[NH:20][N:19]=[N:18][N:16]=1)([CH3:4])([CH3:2])[CH3:3]. (5) The product is: [C:16]1([CH2:15][O:14][C:6]2[C:5]([F:4])=[CH:10][CH:9]=[CH:8][C:7]=2[Cl:34])[CH:21]=[CH:20][CH:19]=[CH:18][CH:17]=1. Given the reactants C[O-].[Na+].[F:4][C:5]1[C:6]([O:14][CH2:15][C:16]2[CH:21]=[CH:20][CH:19]=[CH:18][CH:17]=2)=[C:7](C(=N)N)[CH:8]=[CH:9][CH:10]=1.C(C(CC(C)C)C(OC)=O)(=O)C.[Cl:34]C1C=CC=C(F)C=1O.C([O-])([O-])=O.[Cs+].[Cs+].C(Br)C1C=CC=CC=1, predict the reaction product.